Dataset: Full USPTO retrosynthesis dataset with 1.9M reactions from patents (1976-2016). Task: Predict the reactants needed to synthesize the given product. Given the product [C:1]([NH:8][C@H:9]([C:11]([N:14]1[CH2:18][CH2:17][CH2:16][CH2:15]1)=[O:13])[CH3:10])([O:3][C:4]([CH3:5])([CH3:6])[CH3:7])=[O:2], predict the reactants needed to synthesize it. The reactants are: [C:1]([NH:8][C@H:9]([C:11]([OH:13])=O)[CH3:10])([O:3][C:4]([CH3:7])([CH3:6])[CH3:5])=[O:2].[NH:14]1[CH2:18][CH2:17][CH2:16][CH2:15]1.